Dataset: Forward reaction prediction with 1.9M reactions from USPTO patents (1976-2016). Task: Predict the product of the given reaction. (1) Given the reactants [CH2:1]([C:3]1([CH2:7][OH:8])[CH2:6][O:5][CH2:4]1)[CH3:2].C(N(CC)CC)C.[CH3:16][S:17](Cl)(=[O:19])=[O:18].C(=O)(O)[O-].[Na+], predict the reaction product. The product is: [CH2:1]([C:3]1([CH2:7][O:8][S:17]([CH3:16])(=[O:19])=[O:18])[CH2:6][O:5][CH2:4]1)[CH3:2]. (2) Given the reactants C[O:2][C:3]([C:5]1[CH:10]=[N:9][C:8]([N:11]2[CH2:16][CH2:15][CH2:14][CH2:13][CH2:12]2)=[C:7](Br)[N:6]=1)=[O:4].[CH:18]([OH:21])([CH3:20])[CH3:19].[H-].[Na+].[OH-].[K+], predict the reaction product. The product is: [CH:18]([O:21][C:7]1[N:6]=[C:5]([C:3]([OH:2])=[O:4])[CH:10]=[N:9][C:8]=1[N:11]1[CH2:16][CH2:15][CH2:14][CH2:13][CH2:12]1)([CH3:20])[CH3:19]. (3) Given the reactants [F:1][C:2]1[CH:8]=[CH:7][C:5]([NH2:6])=[CH:4][C:3]=1[OH:9].[CH2:10](Cl)[C:11]1[CH:16]=[CH:15][CH:14]=[CH:13][CH:12]=1, predict the reaction product. The product is: [CH2:10]([O:9][C:3]1[CH:4]=[C:5]([NH2:6])[CH:7]=[CH:8][C:2]=1[F:1])[C:11]1[CH:16]=[CH:15][CH:14]=[CH:13][CH:12]=1. (4) Given the reactants Br[C:2]1[CH:10]=[C:9]2[C:5]([CH2:6][N:7]([C@H:12]([CH:17]([CH3:19])[CH3:18])[C:13]([O:15][CH3:16])=[O:14])[C:8]2=[O:11])=[CH:4][CH:3]=1.CC1(C)C(C)(C)OB([C:28]2[CH:33]=[CH:32][C:31]([NH:34][C:35]([NH:37][C:38]3[CH:43]=[CH:42][CH:41]=[C:40]([C:44]([F:47])([F:46])[F:45])[CH:39]=3)=[O:36])=[CH:30][CH:29]=2)O1.C(Cl)Cl.C([O-])([O-])=O.[Na+].[Na+], predict the reaction product. The product is: [CH3:16][O:15][C:13](=[O:14])[C@H:12]([N:7]1[CH2:6][C:5]2[C:9](=[CH:10][C:2]([C:28]3[CH:29]=[CH:30][C:31]([NH:34][C:35]([NH:37][C:38]4[CH:43]=[CH:42][CH:41]=[C:40]([C:44]([F:45])([F:46])[F:47])[CH:39]=4)=[O:36])=[CH:32][CH:33]=3)=[CH:3][CH:4]=2)[C:8]1=[O:11])[CH:17]([CH3:19])[CH3:18]. (5) Given the reactants [ClH:1].FC(F)(F)O[C:5]1[CH:10]=[CH:9][CH:8]=[CH:7][C:6]=1[NH:11][NH2:12].[F:15][C:16]([F:26])([F:25])[O:17]C1C=CC=CC=1N, predict the reaction product. The product is: [ClH:1].[F:15][C:16]([F:26])([F:25])[O:17][N:11]([C:6]1[CH:5]=[CH:10][CH:9]=[CH:8][CH:7]=1)[NH2:12].